The task is: Binary Classification. Given a miRNA mature sequence and a target amino acid sequence, predict their likelihood of interaction.. This data is from Experimentally validated miRNA-target interactions with 360,000+ pairs, plus equal number of negative samples. (1) The miRNA is mmu-miR-881-3p with sequence AACUGUGUCUUUUCUGAAUAGA. The protein sequence of the target gene is MSGEDVPHRAESSEARAAAVSDIQDLMRRKEEIEAEIKANYDVLESQKGIGMNEPLVDCEGYPRADVDLYQVRTARHNIICLQNDHKALMKQVEEALHQLHARDKEKQARDMAEAREEAMNRRLASNSPVLPQAFARVNSISPGSPASIAGLQVDDEIVEFGSVNTQNFQSVQNVGTVVQHSEGKPLNVTVIRRGEKHQLRLIPTRWAGKGLLGCNIIPLQR. Result: 0 (no interaction). (2) The miRNA is mmu-miR-465b-3p with sequence GAUCAGGGCCUUUCUAAGUAGA. The protein sequence of the target gene is MAAEGWIWRWGWGRRCLGRPGLLGPGPGPTTPLFLLLLLGSVTADITDGNSEHLKREHSLIKPYQGVGSSSMPLWDFQGSTMLTSQYVRLTPDERSKEGSIWNHQPCFLKDWEMHVHFKVHGTGKKNLHGDGIALWYTRDRLVPGPVFGSKDNFHGLAIFLDTYPNDETTERVFPYISVMVNNGSLSYDHSKDGRWTELAGCTADFRNRDHDTFLAVRYSRGRLTVMTDLEDKNEWKNCIDITGVRLPTGYYFGASAGTGDLSDNHDIISMKLFQLMVEHTPDEESIDWTKIEPSVNFLK.... Result: 0 (no interaction). (3) The miRNA is hsa-miR-3156-3p with sequence CUCCCACUUCCAGAUCUUUCU. The protein sequence of the target gene is MARCRHHSGYLADDEAAHSTYVAPLPKKHLLPEMRPTCKLGRVPHLPSMNQYSEHQSHQQNFRHPLAFGGFLDFLTEGQVLDSLQTVVEQATERLAAMKTEAGVPLVDIQDPVEVPSSRHRSRARPSIDTVHRHRARPTLCAGRPNNYPSCSSSMSDSHSSITAGWLGSHSQDSDLGARGIGSLPPMRDKLLLEKNLKRLLRLENKGKILNQSCSQRDSLLWDSLGSQTSSQWTREQPLSWFSGLLGSSPATPETSELGLGEQEMIFLKQKLNKEMKSLLNQPRPFNLPTYCPLREPHHT.... Result: 0 (no interaction).